From a dataset of Catalyst prediction with 721,799 reactions and 888 catalyst types from USPTO. Predict which catalyst facilitates the given reaction. (1) Reactant: [F:1][C:2]1[CH:7]=[C:6]([N:8]2[CH:12]=[N:11][N:10]=[N:9]2)[CH:5]=[C:4]([F:13])[C:3]=1[CH2:14][C:15]([O:17]C(C)(C)C)=[O:16].C1(SC)C=CC=CC=1.C(O)(C(F)(F)F)=O. Product: [F:1][C:2]1[CH:7]=[C:6]([N:8]2[CH:12]=[N:11][N:10]=[N:9]2)[CH:5]=[C:4]([F:13])[C:3]=1[CH2:14][C:15]([OH:17])=[O:16]. The catalyst class is: 2. (2) Reactant: Cl.Cl.[CH2:3]([N:10]1[C:19]2[C:14](=[CH:15][C:16]([Cl:20])=[CH:17][CH:18]=2)[CH2:13][CH:12]([NH2:21])[CH2:11]1)[C:4]1[CH:9]=[CH:8][CH:7]=[CH:6][CH:5]=1.CN1CCOCC1.[C:29]1([S:35](Cl)(=[O:37])=[O:36])[CH:34]=[CH:33][CH:32]=[CH:31][CH:30]=1.C(O)C(N)(CO)CO. Product: [CH2:3]([N:10]1[C:19]2[C:14](=[CH:15][C:16]([Cl:20])=[CH:17][CH:18]=2)[CH2:13][CH:12]([NH:21][S:35]([C:29]2[CH:34]=[CH:33][CH:32]=[CH:31][CH:30]=2)(=[O:37])=[O:36])[CH2:11]1)[C:4]1[CH:9]=[CH:8][CH:7]=[CH:6][CH:5]=1. The catalyst class is: 26. (3) Reactant: [Cl:1][C:2]1[CH:7]=[CH:6][C:5]([CH:8]2[O:12]C(C)(C)O[C:9]2=[O:15])=[CH:4][CH:3]=1.[NH2:16][CH2:17][CH2:18][C:19]1[CH:24]=[CH:23][C:22]([OH:25])=[C:21]([O:26][CH3:27])[CH:20]=1. Product: [Cl:1][C:2]1[CH:3]=[CH:4][C:5]([CH:8]([OH:12])[C:9]([NH:16][CH2:17][CH2:18][C:19]2[CH:24]=[CH:23][C:22]([OH:25])=[C:21]([O:26][CH3:27])[CH:20]=2)=[O:15])=[CH:6][CH:7]=1. The catalyst class is: 12. (4) Reactant: [NH2:1][CH:2]1[CH2:7][CH2:6][N:5]([C:8](=[O:18])[CH2:9][CH2:10][CH2:11][N:12]2[CH2:17][CH2:16][O:15][CH2:14][CH2:13]2)[CH2:4][CH2:3]1.C(N(C(C)C)CC)(C)C.[C:28]1([N:34]=[C:35]=[O:36])[CH:33]=[CH:32][CH:31]=[CH:30][CH:29]=1. Product: [N:12]1([CH2:11][CH2:10][CH2:9][C:8]([N:5]2[CH2:6][CH2:7][CH:2]([NH:1][C:35]([NH:34][C:28]3[CH:33]=[CH:32][CH:31]=[CH:30][CH:29]=3)=[O:36])[CH2:3][CH2:4]2)=[O:18])[CH2:13][CH2:14][O:15][CH2:16][CH2:17]1. The catalyst class is: 3. (5) Reactant: [Br:1][C:2]1[CH:10]=[CH:9][C:8]([C:11](O)=[O:12])=[C:7]2[C:3]=1[CH:4]=[C:5]([C:22]1[CH:23]=[N:24][N:25]([CH3:27])[CH:26]=1)[N:6]2COCC[Si](C)(C)C.C1C[N:31]([P+](ON2N=NC3C=CC=CC2=3)(N2CCCC2)N2CCCC2)CC1.F[P-](F)(F)(F)(F)F.C1C=CC2N(O)N=NC=2C=1.[NH4+].[Cl-].CCN(C(C)C)C(C)C.C(N)CN. Product: [Br:1][C:2]1[CH:10]=[CH:9][C:8]([C:11]([NH2:31])=[O:12])=[C:7]2[C:3]=1[CH:4]=[C:5]([C:22]1[CH:23]=[N:24][N:25]([CH3:27])[CH:26]=1)[NH:6]2. The catalyst class is: 827.